The task is: Predict the reaction yield, written as a fraction of the theoretical maximum amount of product (1.0 means a 100% yield; for example, 0.34 means a 34% yield).. This data is from Reaction yield outcomes from USPTO patents with 853,638 reactions. (1) The reactants are [CH3:1][O:2][C:3]1[CH:4]=[CH:5][C:6]2[C:7]3[N:15]=[C:14]([C:16]4[CH:21]=[CH:20][C:19]([O:22][CH3:23])=[CH:18][CH:17]=4)[CH:13]=[C:12]([C:24]([OH:26])=O)[C:8]=3[NH:9][C:10]=2[CH:11]=1.Cl.CN.Cl.[CH3:31][N:32](C)CCCN=C=NCC.O.ON1C2C=CC=CC=2N=N1.C(N(CC)CC)C. The catalyst is CO. The product is [CH3:1][O:2][C:3]1[CH:4]=[CH:5][C:6]2[C:7]3[N:15]=[C:14]([C:16]4[CH:21]=[CH:20][C:19]([O:22][CH3:23])=[CH:18][CH:17]=4)[CH:13]=[C:12]([C:24]([NH:32][CH3:31])=[O:26])[C:8]=3[NH:9][C:10]=2[CH:11]=1. The yield is 0.630. (2) The reactants are [NH2:1][C:2]1[N:7]=[C:6]([NH:8][C@H:9]2[CH2:14][CH2:13][C@@H:12]([O:15][CH2:16][CH2:17][OH:18])[CH2:11][CH2:10]2)[C:5](/[CH:19]=[CH:20]/[C:21](OCC)=[O:22])=[C:4]([CH3:26])[N:3]=1.C1(S)C=CC=CC=1.[Na].CCCCC=CCCCCC.C(N(C(C)C)CC)(C)C. No catalyst specified. The product is [NH2:1][C:2]1[N:3]=[C:4]([CH3:26])[C:5]2[CH:19]=[CH:20][C:21](=[O:22])[N:8]([C@H:9]3[CH2:14][CH2:13][C@@H:12]([O:15][CH2:16][CH2:17][OH:18])[CH2:11][CH2:10]3)[C:6]=2[N:7]=1. The yield is 0.770. (3) The yield is 0.210. The reactants are C([O:4][CH2:5][CH:6]([CH2:12][CH:13]([C:26]1[O:27][C:28]([Br:41])=[C:29]([C:31]2[CH:36]=[CH:35][C:34]([C:37]([F:40])([F:39])[F:38])=[CH:33][CH:32]=2)[N:30]=1)[O:14][C:15]1[CH:20]=[CH:19][C:18]([F:21])=[C:17]([C:22](=[O:24])[NH2:23])[C:16]=1[F:25])[CH2:7][O:8]C(=O)C)(=O)C.C([O-])([O-])=O.[K+].[K+]. The product is [Br:41][C:28]1[O:27][C:26]([CH:13]([O:14][C:15]2[C:16]([F:25])=[C:17]([C:18]([F:21])=[CH:19][CH:20]=2)[C:22]([NH2:23])=[O:24])[CH2:12][CH:6]([CH2:5][OH:4])[CH2:7][OH:8])=[N:30][C:29]=1[C:31]1[CH:32]=[CH:33][C:34]([C:37]([F:38])([F:39])[F:40])=[CH:35][CH:36]=1. The catalyst is CO.O. (4) The reactants are [CH2:1]([CH:3]1[CH2:8][CH2:7][N:6]([C:9]2[C:18]3[C:13](=[CH:14][CH:15]=[CH:16][CH:17]=3)[CH:12]=[N:11][C:10]=2Br)[CH2:5][CH2:4]1)[CH3:2].C([Li])(C)(C)C.CN(C)[CH:27]=[O:28].[Cl-].[NH4+]. The catalyst is O1CCCC1. The product is [CH2:1]([CH:3]1[CH2:8][CH2:7][N:6]([C:9]2[C:18]3[C:13](=[CH:14][CH:15]=[CH:16][CH:17]=3)[CH:12]=[N:11][C:10]=2[CH2:27][OH:28])[CH2:5][CH2:4]1)[CH3:2]. The yield is 0.527. (5) The reactants are [CH3:1][O:2][C:3](=[O:42])[C@@H:4]([NH:14][C:15]([C:17]1[N:18]=[C:19]([C:32]2[CH:37]=[CH:36][C:35]([C:38]([F:41])([F:40])[F:39])=[CH:34][CH:33]=2)[O:20][C:21]=1[C:22]1[CH:27]=[CH:26][C:25]([C:28](=[NH:31])[NH:29][OH:30])=[CH:24][CH:23]=1)=[O:16])[CH2:5][S:6][CH2:7][C:8]1[CH:13]=[CH:12][CH:11]=[CH:10][CH:9]=1. The catalyst is FC(F)(F)C(OC(=O)C(F)(F)F)=O. The product is [CH3:1][O:2][C:3](=[O:42])[C@@H:4]([NH:14][C:15]([C:17]1[N:18]=[C:19]([C:32]2[CH:37]=[CH:36][C:35]([C:38]([F:40])([F:41])[F:39])=[CH:34][CH:33]=2)[O:20][C:21]=1[C:22]1[CH:27]=[CH:26][C:25]([C:28]2[N:31]=[C:35]([C:38]([F:41])([F:40])[F:39])[O:30][N:29]=2)=[CH:24][CH:23]=1)=[O:16])[CH2:5][S:6][CH2:7][C:8]1[CH:13]=[CH:12][CH:11]=[CH:10][CH:9]=1. The yield is 0.0800. (6) The reactants are [Br:1][C:2]1[CH:9]=[CH:8][C:7]([N+:10]([O-:12])=[O:11])=[CH:6][C:3]=1[CH:4]=[O:5].C([O-])([O-])=O.[K+].[K+].CC1C=CC(S([CH2:29][N+:30]#[C-:31])(=O)=O)=CC=1. The catalyst is CO. The product is [Br:1][C:2]1[CH:9]=[CH:8][C:7]([N+:10]([O-:12])=[O:11])=[CH:6][C:3]=1[C:4]1[O:5][CH:31]=[N:30][CH:29]=1. The yield is 0.650.